From a dataset of Forward reaction prediction with 1.9M reactions from USPTO patents (1976-2016). Predict the product of the given reaction. (1) Given the reactants [Si:1](Cl)([C:14]([CH3:17])([CH3:16])[CH3:15])([C:8]1[CH:13]=[CH:12][CH:11]=[CH:10][CH:9]=1)[C:2]1[CH:7]=[CH:6][CH:5]=[CH:4][CH:3]=1.[Br:19][C:20]1[CH:27]=[CH:26][C:23]([CH2:24][OH:25])=[CH:22][CH:21]=1.C(N(CC)CC)C.CN(C1C=CC=CN=1)C, predict the reaction product. The product is: [Si:1]([O:25][CH2:24][C:23]1[CH:26]=[CH:27][C:20]([Br:19])=[CH:21][CH:22]=1)([C:14]([CH3:17])([CH3:16])[CH3:15])([C:8]1[CH:13]=[CH:12][CH:11]=[CH:10][CH:9]=1)[C:2]1[CH:7]=[CH:6][CH:5]=[CH:4][CH:3]=1. (2) Given the reactants [BH3-][C:2]#[N:3].[Na+].N[C:6]1[C:10]([C:11]([O:13][CH2:14][CH3:15])=[O:12])=[CH:9][N:8]([CH2:16][C:17]2[CH:22]=[CH:21][C:20]([O:23][CH3:24])=[CH:19][CH:18]=2)[N:7]=1.[CH2:25]=O, predict the reaction product. The product is: [CH3:25][N:3]([CH3:2])[C:6]1[C:10]([C:11]([O:13][CH2:14][CH3:15])=[O:12])=[CH:9][N:8]([CH2:16][C:17]2[CH:22]=[CH:21][C:20]([O:23][CH3:24])=[CH:19][CH:18]=2)[N:7]=1. (3) Given the reactants [CH:1]([NH2:4])([CH3:3])[CH3:2].[N:5]([C:8]1[CH:9]=[CH:10][C:11]([O:14][C:15](=[O:24])[N:16]([CH3:23])[C:17]2[CH:22]=[CH:21][CH:20]=[CH:19][CH:18]=2)=[N:12][CH:13]=1)=[C:6]=[S:7], predict the reaction product. The product is: [CH:1]([NH:4][C:6](=[S:7])[NH:5][C:8]1[CH:9]=[CH:10][C:11]([O:14][C:15](=[O:24])[N:16]([CH3:23])[C:17]2[CH:22]=[CH:21][CH:20]=[CH:19][CH:18]=2)=[N:12][CH:13]=1)([CH3:3])[CH3:2]. (4) Given the reactants [CH2:1]([C:4]1[CH:9]=[CH:8][CH:7]=[CH:6][C:5]=1[CH2:10][C:11]([OH:13])=O)[CH:2]=[CH2:3].Cl.[CH3:15]N(C)CCCN=C=NCC.ON1[C:31]2[N:32]=[CH:33][CH:34]=[CH:35][C:30]=2N=N1.C(N(CC)CC)C, predict the reaction product. The product is: [CH2:1]([C:4]1[CH:9]=[CH:8][CH:7]=[CH:6][C:5]=1[CH2:10][C:11]([N:32]1[C@H:33]([CH3:15])[CH2:34][CH2:35][C@H:30]1[CH3:31])=[O:13])[CH:2]=[CH2:3]. (5) Given the reactants [C:1]([C:4]1[CH:13]=[C:12]([NH:14][CH2:15][C:16]([O:18]C(C)(C)C)=[O:17])[C:11]2[C:6](=[CH:7][CH:8]=[C:9]([C:23]([F:26])([F:25])[F:24])[CH:10]=2)[N:5]=1)(=[O:3])[NH2:2].C1(SC)C=CC=CC=1.FC(F)(F)C(O)=O, predict the reaction product. The product is: [C:1]([C:4]1[CH:13]=[C:12]([NH:14][CH2:15][C:16]([OH:18])=[O:17])[C:11]2[C:6](=[CH:7][CH:8]=[C:9]([C:23]([F:24])([F:25])[F:26])[CH:10]=2)[N:5]=1)(=[O:3])[NH2:2]. (6) Given the reactants [C:1]([CH:3]1[CH:5]([CH2:6][OH:7])[CH:4]1[CH2:8][OH:9])#[CH:2].Br[C:11]#[C:12][C:13]1[CH:37]=[CH:36][C:16]([C:17]([NH:19][C@@H:20]([C:25]([NH:28][C:29]([O:31][C:32]([CH3:35])([CH3:34])[CH3:33])=[O:30])([CH3:27])[CH3:26])[C:21]([O:23][CH3:24])=[O:22])=[O:18])=[CH:15][CH:14]=1, predict the reaction product. The product is: [OH:7][CH2:6][CH:5]1[CH:4]([CH2:8][OH:9])[CH:3]1[C:1]#[C:2][C:11]#[C:12][C:13]1[CH:14]=[CH:15][C:16]([C:17]([NH:19][C@@H:20]([C:25]([NH:28][C:29]([O:31][C:32]([CH3:35])([CH3:34])[CH3:33])=[O:30])([CH3:27])[CH3:26])[C:21]([O:23][CH3:24])=[O:22])=[O:18])=[CH:36][CH:37]=1.